Dataset: Reaction yield outcomes from USPTO patents with 853,638 reactions. Task: Predict the reaction yield, written as a fraction of the theoretical maximum amount of product (1.0 means a 100% yield; for example, 0.34 means a 34% yield). The reactants are [S:1]1[CH:5]=[CH:4][CH:3]=[C:2]1[C:6](Cl)=[O:7].[CH2:9]([NH2:11])[CH3:10]. The catalyst is C(Cl)Cl.O. The product is [CH2:9]([NH:11][C:6]([C:2]1[S:1][CH:5]=[CH:4][CH:3]=1)=[O:7])[CH3:10]. The yield is 0.831.